From a dataset of Forward reaction prediction with 1.9M reactions from USPTO patents (1976-2016). Predict the product of the given reaction. (1) Given the reactants [Cl-].[CH2:2]([O:4][C:5](=[O:11])[CH2:6][CH2:7][C:8]([OH:10])=O)[CH3:3].C([Sn](CCCC)(CCCC)[C:17]1[CH:21]=[CH:20][S:19][CH:18]=1)CCC.C(=O)([O-])O.[Na+], predict the reaction product. The product is: [S:19]1[CH:20]=[CH:21][C:17]([C:8](=[O:10])[CH2:7][CH2:6][C:5]([O:4][CH2:2][CH3:3])=[O:11])=[CH:18]1. (2) Given the reactants [Cl:1][C:2]1[CH:7]=[CH:6][C:5]([CH:8]=[CH:9][C:10]2[O:11][CH:12]=[C:13]([CH2:15][OH:16])[N:14]=2)=[CH:4][CH:3]=1.Cl[C:18]1[N:19]=[N:20][C:21]([CH2:24][CH2:25][CH2:26][CH2:27][N:28]2[CH:32]=[N:31][CH:30]=[N:29]2)=[CH:22][CH:23]=1.CC(C)([O-])C.[Na+].[NH4+].[Cl-], predict the reaction product. The product is: [Cl:1][C:2]1[CH:7]=[CH:6][C:5](/[CH:8]=[CH:9]/[C:10]2[O:11][CH:12]=[C:13]([CH2:15][O:16][C:18]3[N:19]=[N:20][C:21]([CH2:24][CH2:25][CH2:26][CH2:27][N:28]4[CH:32]=[N:31][CH:30]=[N:29]4)=[CH:22][CH:23]=3)[N:14]=2)=[CH:4][CH:3]=1.